Dataset: Reaction yield outcomes from USPTO patents with 853,638 reactions. Task: Predict the reaction yield, written as a fraction of the theoretical maximum amount of product (1.0 means a 100% yield; for example, 0.34 means a 34% yield). (1) The reactants are [OH:1][CH2:2][C:3]1[CH:12]=[CH:11][C:6]([C:7]([O:9][CH3:10])=[O:8])=[C:5]([N+:13]([O-:15])=[O:14])[CH:4]=1.[Si:16](Cl)([C:19]([CH3:22])([CH3:21])[CH3:20])([CH3:18])[CH3:17].N1C=CN=C1.O. The catalyst is CN(C=O)C. The product is [CH3:10][O:9][C:7](=[O:8])[C:6]1[CH:11]=[CH:12][C:3]([CH2:2][O:1][Si:16]([C:19]([CH3:22])([CH3:21])[CH3:20])([CH3:18])[CH3:17])=[CH:4][C:5]=1[N+:13]([O-:15])=[O:14]. The yield is 0.810. (2) The reactants are [NH2:1][C:2]1[CH:3]=[CH:4][C:5]2[C:9]([Cl:10])=[C:8]([C:11]([NH:13][C:14]3[CH:19]=[CH:18][CH:17]=[C:16]([C:20]([C:23]4[CH:28]=[CH:27][C:26]([F:29])=[CH:25][CH:24]=4)([CH3:22])[CH3:21])[CH:15]=3)=[O:12])[S:7][C:6]=2[CH:30]=1.[CH3:31][S:32](Cl)(=[O:34])=[O:33]. The catalyst is N1C=CC=CC=1. The product is [Cl:10][C:9]1[C:5]2[CH:4]=[CH:3][C:2]([NH:1][S:32]([CH3:31])(=[O:34])=[O:33])=[CH:30][C:6]=2[S:7][C:8]=1[C:11]([NH:13][C:14]1[CH:19]=[CH:18][CH:17]=[C:16]([C:20]([C:23]2[CH:24]=[CH:25][C:26]([F:29])=[CH:27][CH:28]=2)([CH3:22])[CH3:21])[CH:15]=1)=[O:12]. The yield is 0.540.